This data is from Forward reaction prediction with 1.9M reactions from USPTO patents (1976-2016). The task is: Predict the product of the given reaction. (1) Given the reactants [NH2:1][C:2]1[CH:9]=[CH:8][C:5]([C:6]#[N:7])=[CH:4][C:3]=1[CH3:10].[Br:11][C:12]1[CH:13]=[C:14]([CH:17]=[CH:18][CH:19]=1)[CH:15]=O.[CH2:20]=[C:21]([CH3:23])[CH3:22].FC(F)(F)S([O-])(=O)=O.[Yb+3].FC(F)(F)S([O-])(=O)=O.FC(F)(F)S([O-])(=O)=O, predict the reaction product. The product is: [Br:11][C:12]1[CH:13]=[C:14]([CH:15]2[CH2:20][C:21]([CH3:23])([CH3:22])[C:9]3[C:2](=[C:3]([CH3:10])[CH:4]=[C:5]([C:6]#[N:7])[CH:8]=3)[NH:1]2)[CH:17]=[CH:18][CH:19]=1. (2) Given the reactants [NH2:1][C:2]1[C:7]([O:8][CH3:9])=[CH:6][CH:5]=[CH:4][C:3]=1[C:10]([C:12]1[CH:17]=[CH:16][CH:15]=[CH:14][CH:13]=1)=O.[C:18]([C:21]1[S:25][C:24]([CH2:26][C:27]([NH2:29])=[O:28])=[CH:23][CH:22]=1)(=O)[CH3:19].C(O)(=O)CC(CC(O)=O)(C(O)=O)O, predict the reaction product. The product is: [CH3:9][O:8][C:7]1[CH:6]=[CH:5][CH:4]=[C:3]2[C:2]=1[N:1]=[C:18]([C:21]1[S:25][C:24]([CH2:26][C:27]([NH2:29])=[O:28])=[CH:23][CH:22]=1)[CH:19]=[C:10]2[C:12]1[CH:17]=[CH:16][CH:15]=[CH:14][CH:13]=1. (3) Given the reactants [F:1][C:2]1[CH:21]=[CH:20][C:5]2[C:6]([C:9]3[CH:14]=[CH:13][C:12]([O:15][CH2:16][C@H:17]4[CH2:19][O:18]4)=[CH:11][CH:10]=3)=[N:7][O:8][C:4]=2[CH:3]=1.[Cl:22][C:23]1[CH:28]=[CH:27][C:26]([C:29]2([OH:35])[CH2:34][CH2:33][NH:32][CH2:31][CH2:30]2)=[CH:25][CH:24]=1, predict the reaction product. The product is: [Cl:22][C:23]1[CH:28]=[CH:27][C:26]([C:29]2([OH:35])[CH2:30][CH2:31][N:32]([CH2:19][C@@H:17]([OH:18])[CH2:16][O:15][C:12]3[CH:11]=[CH:10][C:9]([C:6]4[C:5]5[CH:20]=[CH:21][C:2]([F:1])=[CH:3][C:4]=5[O:8][N:7]=4)=[CH:14][CH:13]=3)[CH2:33][CH2:34]2)=[CH:25][CH:24]=1. (4) Given the reactants [F:1][C:2]([F:40])([F:39])[C:3]1[CH:4]=[C:5]([CH:32]=[C:33]([C:35]([F:38])([F:37])[F:36])[CH:34]=1)[CH2:6][N:7]([CH:11]1[CH2:17][CH2:16][CH2:15][N:14]([S:18]([C:21]2[CH:26]=[CH:25][C:24]([CH3:27])=[CH:23][CH:22]=2)(=[O:20])=[O:19])[C:13]2[CH:28]=[CH:29][CH:30]=[CH:31][C:12]1=2)C(=O)C.Cl[C:42]([O:44][CH3:45])=[O:43], predict the reaction product. The product is: [CH3:45][O:44][C:42](=[O:43])[N:7]([CH2:6][C:5]1[CH:4]=[C:3]([C:2]([F:1])([F:39])[F:40])[CH:34]=[C:33]([C:35]([F:38])([F:37])[F:36])[CH:32]=1)[CH:11]1[CH2:17][CH2:16][CH2:15][N:14]([S:18]([C:21]2[CH:26]=[CH:25][C:24]([CH3:27])=[CH:23][CH:22]=2)(=[O:19])=[O:20])[C:13]2[CH:28]=[CH:29][CH:30]=[CH:31][C:12]1=2. (5) The product is: [Br:8][C:9]1[C:18]2[O:17][CH2:16][CH:15]([C:19]3[CH:20]=[N:21][CH:22]=[CH:23][CH:24]=3)[N:14]3[C:28](=[O:30])[NH:25][C:12]([C:13]=23)=[C:11]([F:26])[CH:10]=1. Given the reactants C(N(CC)CC)C.[Br:8][C:9]1[CH:10]=[C:11]([F:26])[C:12]([NH2:25])=[C:13]2[C:18]=1[O:17][CH2:16][CH:15]([C:19]1[CH:20]=[N:21][CH:22]=[CH:23][CH:24]=1)[NH:14]2.Cl[C:28](Cl)([O:30]C(=O)OC(Cl)(Cl)Cl)Cl, predict the reaction product. (6) Given the reactants [Cl:1][C:2]1[CH:7]=[CH:6][C:5]([CH2:8][C:9](O)=O)=[CH:4][CH:3]=1.[C:12]1([NH:18][C:19](=[S:22])[NH:20][NH2:21])[CH:17]=[CH:16][CH:15]=[CH:14][CH:13]=1, predict the reaction product. The product is: [Cl:1][C:2]1[CH:7]=[CH:6][C:5]([CH2:8][C:9]2[N:18]([C:12]3[CH:13]=[CH:14][CH:15]=[CH:16][CH:17]=3)[C:19](=[S:22])[NH:20][N:21]=2)=[CH:4][CH:3]=1. (7) The product is: [N:29]1([C:26]2[N:27]=[CH:28][C:23]([C:20]3[CH:21]=[N:22][C:17]4[N:18]([C:14]([C:11]5([C:7]6[CH:6]=[C:5]7[C:10](=[CH:9][CH:8]=6)[N:1]=[CH:2][CH:3]=[CH:4]7)[CH2:13][CH2:12]5)=[CH:15][N:16]=4)[CH:19]=3)=[CH:24][CH:25]=2)[CH2:30][CH2:31][NH:32][CH2:33][CH2:34]1. Given the reactants [N:1]1[C:10]2[C:5](=[CH:6][C:7]([C:11]3([C:14]4[N:18]5[CH:19]=[C:20]([C:23]6[CH:24]=[CH:25][C:26]([N:29]7[CH2:34][CH2:33][N:32](C(OC(C)(C)C)=O)[CH2:31][CH2:30]7)=[N:27][CH:28]=6)[CH:21]=[N:22][C:17]5=[N:16][CH:15]=4)[CH2:13][CH2:12]3)=[CH:8][CH:9]=2)[CH:4]=[CH:3][CH:2]=1.FC(F)(F)C(O)=O, predict the reaction product. (8) Given the reactants [C:1]([C:3]1[CH:4]=[C:5]([OH:9])[CH:6]=[CH:7][CH:8]=1)#[N:2].[N-:10]=[N+:11]=[N-:12].[Na+].[Cl-].[NH4+], predict the reaction product. The product is: [N:2]1[NH:10][N:11]=[N:12][C:1]=1[C:3]1[CH:4]=[C:5]([OH:9])[CH:6]=[CH:7][CH:8]=1. (9) Given the reactants Cl[CH:2]([CH3:18])[C:3]([N:5]1[CH2:17][CH2:16][N:8]2[C:9]3[CH:10]=[CH:11][CH:12]=[CH:13][C:14]=3[CH:15]=[C:7]2[CH2:6]1)=[O:4].C(N(C(C)C)CC)(C)C.[CH3:28][N:29]1[CH2:34][CH2:33][NH:32][CH2:31][CH2:30]1, predict the reaction product. The product is: [CH2:6]1[C:7]2=[CH:15][C:14]3[CH:13]=[CH:12][CH:11]=[CH:10][C:9]=3[N:8]2[CH2:16][CH2:17][N:5]1[C:3](=[O:4])[CH:2]([N:32]1[CH2:33][CH2:34][N:29]([CH3:28])[CH2:30][CH2:31]1)[CH3:18].